Dataset: NCI-60 drug combinations with 297,098 pairs across 59 cell lines. Task: Regression. Given two drug SMILES strings and cell line genomic features, predict the synergy score measuring deviation from expected non-interaction effect. (1) Drug 1: CC12CCC3C(C1CCC2=O)CC(=C)C4=CC(=O)C=CC34C. Drug 2: CCC1(C2=C(COC1=O)C(=O)N3CC4=CC5=C(C=CC(=C5CN(C)C)O)N=C4C3=C2)O.Cl. Cell line: NCI-H322M. Synergy scores: CSS=26.0, Synergy_ZIP=2.70, Synergy_Bliss=3.49, Synergy_Loewe=3.17, Synergy_HSA=3.00. (2) Drug 1: C1=CC(=C2C(=C1NCCNCCO)C(=O)C3=C(C=CC(=C3C2=O)O)O)NCCNCCO. Drug 2: C1=NC2=C(N1)C(=S)N=C(N2)N. Cell line: MOLT-4. Synergy scores: CSS=81.5, Synergy_ZIP=-0.0349, Synergy_Bliss=0.0685, Synergy_Loewe=0.0605, Synergy_HSA=2.64.